From a dataset of Peptide-MHC class II binding affinity with 134,281 pairs from IEDB. Regression. Given a peptide amino acid sequence and an MHC pseudo amino acid sequence, predict their binding affinity value. This is MHC class II binding data. (1) The peptide sequence is YTKFWYVNHTASGEH. The MHC is DRB1_0101 with pseudo-sequence DRB1_0101. The binding affinity (normalized) is 0.453. (2) The MHC is DRB1_0401 with pseudo-sequence DRB1_0401. The binding affinity (normalized) is 0.175. The peptide sequence is SSPDNVKPLYIITPT. (3) The peptide sequence is KVDTRAKDPPAGTRK. The MHC is HLA-DQA10303-DQB10402 with pseudo-sequence HLA-DQA10303-DQB10402. The binding affinity (normalized) is 0. (4) The MHC is DRB4_0101 with pseudo-sequence DRB4_0103. The binding affinity (normalized) is 0.0768. The peptide sequence is LEAAVKQAYAATVAT. (5) The peptide sequence is KTRRFLPQILAECAR. The MHC is DRB1_0802 with pseudo-sequence DRB1_0802. The binding affinity (normalized) is 0.297. (6) The peptide sequence is KNKVVKVLRPAPGGK. The MHC is HLA-DQA10102-DQB10501 with pseudo-sequence HLA-DQA10102-DQB10501. The binding affinity (normalized) is 0.664. (7) The peptide sequence is LIVLKIHLLNSNALL. The MHC is DRB1_0101 with pseudo-sequence DRB1_0101. The binding affinity (normalized) is 0.609.